This data is from Full USPTO retrosynthesis dataset with 1.9M reactions from patents (1976-2016). The task is: Predict the reactants needed to synthesize the given product. (1) Given the product [Cl:1][C:2]1[CH:3]=[C:4]([C:8]2[N:9]=[C:10]([NH:16][C:17]3[CH:22]=[C:21]([CH2:23][CH:24]=[O:25])[CH:20]=[CH:19][C:18]=3[N+:29]([O-:31])=[O:30])[S:11][C:12]=2[C:13]([NH2:15])=[O:14])[CH:5]=[CH:6][CH:7]=1, predict the reactants needed to synthesize it. The reactants are: [Cl:1][C:2]1[CH:3]=[C:4]([C:8]2[N:9]=[C:10]([NH:16][C:17]3[CH:22]=[C:21]([CH2:23][CH:24](OC)[O:25]C)[CH:20]=[CH:19][C:18]=3[N+:29]([O-:31])=[O:30])[S:11][C:12]=2[C:13]([NH2:15])=[O:14])[CH:5]=[CH:6][CH:7]=1.C(O)=O. (2) Given the product [CH2:47]([O:49][CH2:50][CH2:51][CH2:52][NH:53][CH2:37][C:39]1[S:43][C:42]([B:44]([OH:46])[OH:45])=[CH:41][CH:40]=1)[CH3:48], predict the reactants needed to synthesize it. The reactants are: C(C(CC)CNCC1SC(C2C=C3C(=C(C(N)=O)C=2)NC=C3C2CCN(S(CC)(=O)=O)CC2)=CC=1)C.[CH:37]([C:39]1[S:43][C:42]([B:44]([OH:46])[OH:45])=[CH:41][CH:40]=1)=O.[CH2:47]([O:49][CH2:50][CH2:51][CH2:52][NH2:53])[CH3:48].[BH3-]C#N.[Na+]. (3) Given the product [S:19]([C:16]1[CH:17]=[CH:18][C:13]([OH:12])=[CH:14][CH:15]=1)[C:20]#[N:21], predict the reactants needed to synthesize it. The reactants are: C1(O)C=CC=CC=1.COC(=O)C[O:12][C:13]1[CH:18]=[CH:17][C:16]([S:19][C:20]#[N:21])=[CH:15][CH:14]=1. (4) Given the product [CH2:1]([O:8][C:9]1[N:14]=[CH:13][C:12]([C:15]2[CH:20]=[CH:19][C:18]([CH2:21][C:22]([NH:24][C:30]3[CH:37]=[CH:36][C:33]([C:34]#[N:35])=[C:32]([C:38]([F:39])([F:40])[F:41])[CH:31]=3)=[O:23])=[CH:17][C:16]=2[F:25])=[C:11]([O:26][CH2:27][CH3:28])[CH:10]=1)[C:2]1[CH:3]=[CH:4][CH:5]=[CH:6][CH:7]=1, predict the reactants needed to synthesize it. The reactants are: [CH2:1]([O:8][C:9]1[N:14]=[CH:13][C:12]([C:15]2[CH:20]=[CH:19][C:18]([CH2:21][C:22]([NH2:24])=[O:23])=[CH:17][C:16]=2[F:25])=[C:11]([O:26][CH2:27][CH3:28])[CH:10]=1)[C:2]1[CH:7]=[CH:6][CH:5]=[CH:4][CH:3]=1.Br[C:30]1[CH:37]=[CH:36][C:33]([C:34]#[N:35])=[C:32]([C:38]([F:41])([F:40])[F:39])[CH:31]=1.CC1(C)C2C(=C(P(C3C=CC=CC=3)C3C=CC=CC=3)C=CC=2)OC2C(P(C3C=CC=CC=3)C3C=CC=CC=3)=CC=CC1=2.C([O-])([O-])=O.[Cs+].[Cs+]. (5) The reactants are: Br[C:2]1[CH:3]=[C:4]2[C:9](=[CH:10][CH:11]=1)[N:8]=[C:7]([C:12]1[CH:13]=[CH:14][C:15]3[N:19]=[C:18]([C@@H:20]4[CH2:32][N:30]5[C:31]6[CH:23]([C@@H:24]([NH:33][C:34](=[O:37])[O:35][CH3:36])[CH2:25][CH2:26][C:27]=6[CH:28]=[CH:29]5)[C:22](=[O:38])[CH2:21]4)[NH:17][C:16]=3[CH:39]=1)[CH:6]=[N:5]2.CC1(C)C(C)(C)[O:44][B:43](B2OC(C)(C)C(C)(C)O2)[O:42]1.C([O-])(=O)C.[K+]. Given the product [CH3:36][O:35][C:34]([NH:33][C@@H:24]1[CH:23]2[C:22](=[O:38])[CH2:21][C@H:20]([C:18]3[NH:17][C:16]4[CH:39]=[C:12]([C:7]5[CH:6]=[N:5][C:4]6[C:9](=[CH:10][CH:11]=[C:2]([B:43]([OH:44])[OH:42])[CH:3]=6)[N:8]=5)[CH:13]=[CH:14][C:15]=4[N:19]=3)[CH2:32][N:30]3[C:31]2=[C:27]([CH:28]=[CH:29]3)[CH2:26][CH2:25]1)=[O:37], predict the reactants needed to synthesize it. (6) Given the product [CH3:16][N:17]([CH3:18])[CH2:14][CH2:13][S:10]([C:6]1[CH:7]=[CH:8][CH:9]=[C:4]([N+:1]([O-:3])=[O:2])[CH:5]=1)(=[O:12])=[O:11], predict the reactants needed to synthesize it. The reactants are: [N+:1]([C:4]1[CH:5]=[C:6]([S:10]([CH2:13][CH2:14]O)(=[O:12])=[O:11])[CH:7]=[CH:8][CH:9]=1)([O-:3])=[O:2].[CH3:16][NH:17][CH3:18]. (7) Given the product [CH:1]1([CH2:6][C:7]2[NH:15][C:14]3[C:9](=[N:10][CH:11]=[CH:12][C:13]=3[C:16]([OH:18])=[O:17])[CH:8]=2)[CH2:2][CH2:3][CH2:4][CH2:5]1, predict the reactants needed to synthesize it. The reactants are: [CH:1]1([CH2:6][C:7]2[NH:15][C:14]3[C:9](=[N:10][CH:11]=[CH:12][C:13]=3[C:16]([O:18]C)=[O:17])[CH:8]=2)[CH2:5][CH2:4][CH2:3][CH2:2]1.